From a dataset of Reaction yield outcomes from USPTO patents with 853,638 reactions. Predict the reaction yield, written as a fraction of the theoretical maximum amount of product (1.0 means a 100% yield; for example, 0.34 means a 34% yield). (1) The reactants are [C:1]([OH:12])(=O)/[CH:2]=[C:3](/[CH2:5][CH2:6][CH:7]=[C:8]([CH3:10])[CH3:9])\[CH3:4].[CH2:13]([N:15](CC)CC)C.Cl.CN.C1C=CC(P(N=[N+]=[N-])(C2C=CC=CC=2)=O)=CC=1. The catalyst is C1COCC1. The product is [CH3:13][NH:15][C:1](=[O:12])/[CH:2]=[C:3](\[CH3:4])/[CH2:5][CH2:6][CH:7]=[C:8]([CH3:10])[CH3:9]. The yield is 0.750. (2) The reactants are [N+](C1C=CC=CC=1O)([O-])=O.[C:11]1([C:21]2[CH:26]=[CH:25][CH:24]=[CH:23][CH:22]=2)[CH:16]=[CH:15][C:14]([CH2:17][C:18]([OH:20])=O)=[CH:13][CH:12]=1.CC(C)N=C=NC(C)C.[N:36]1([CH:41]2[CH2:46][CH2:45][NH:44][CH2:43][CH2:42]2)[CH2:40][CH2:39][CH2:38][CH2:37]1.[ClH:47]. The catalyst is ClCC(Cl)C.CN(C=O)C.C(O)C. The product is [ClH:47].[C:11]1([C:21]2[CH:26]=[CH:25][CH:24]=[CH:23][CH:22]=2)[CH:12]=[CH:13][C:14]([CH2:17][C:18]([N:44]2[CH2:45][CH2:46][CH:41]([N:36]3[CH2:40][CH2:39][CH2:38][CH2:37]3)[CH2:42][CH2:43]2)=[O:20])=[CH:15][CH:16]=1. The yield is 0.290. (3) No catalyst specified. The product is [Br:8][C:6]1[CH:5]=[N:4][CH:3]=[C:2]([C:15]2[CH:16]=[CH:17][C:12]([CH:9]([CH3:11])[CH3:10])=[CH:13][CH:14]=2)[CH:7]=1. The reactants are Br[C:2]1[CH:3]=[N:4][CH:5]=[C:6]([Br:8])[CH:7]=1.[CH:9]([C:12]1[CH:17]=[CH:16][C:15](B(O)O)=[CH:14][CH:13]=1)([CH3:11])[CH3:10].C(=O)([O-])[O-].[Na+].[Na+]. The yield is 0.550. (4) The reactants are [NH2:1][C:2]1[CH:7]=[CH:6][CH:5]=[CH:4][C:3]=1[S:8]([NH:11][C:12]1[CH:21]=[CH:20][C:19]2[CH2:18][CH2:17][CH2:16][CH2:15][C:14]=2[C:13]=1[C:22]([OH:24])=[O:23])(=[O:10])=[O:9].Cl[CH2:26][C:27](Cl)=[O:28].[N:30]1[CH:35]=[CH:34]C=[CH:32][CH:31]=1.C(NCC)C. The catalyst is C(Cl)Cl.C(OCC)(=O)C. The product is [CH2:31]([N:30]([CH2:35][CH3:34])[CH2:26][C:27]([NH:1][C:2]1[CH:7]=[CH:6][CH:5]=[CH:4][C:3]=1[S:8]([NH:11][C:12]1[CH:21]=[CH:20][C:19]2[CH2:18][CH2:17][CH2:16][CH2:15][C:14]=2[C:13]=1[C:22]([OH:24])=[O:23])(=[O:10])=[O:9])=[O:28])[CH3:32]. The yield is 0.180. (5) The reactants are [Br:1][C:2]1[CH:7]=[N:6][C:5]([O:8]C)=[C:4]2[N:10]([S:18]([C:21]3[CH:27]=[CH:26][C:24]([CH3:25])=[CH:23][CH:22]=3)(=[O:20])=[O:19])[C:11]([C:13]([O:15][CH2:16][CH3:17])=[O:14])=[CH:12][C:3]=12.[I-].[Na+].Cl[Si](C)(C)C.O. The catalyst is C(#N)C. The product is [Br:1][C:2]1[C:3]2[CH:12]=[C:11]([C:13]([O:15][CH2:16][CH3:17])=[O:14])[N:10]([S:18]([C:21]3[CH:22]=[CH:23][C:24]([CH3:25])=[CH:26][CH:27]=3)(=[O:20])=[O:19])[C:4]=2[C:5](=[O:8])[NH:6][CH:7]=1. The yield is 0.730.